Dataset: Forward reaction prediction with 1.9M reactions from USPTO patents (1976-2016). Task: Predict the product of the given reaction. (1) Given the reactants [CH:1]1([C:4]2[N:8]([CH:9]3[CH2:11][CH2:10]3)[C:7]([C:12]([CH3:23])([C:14]3[S:15][C:16]([C:19]([F:22])([F:21])[F:20])=[CH:17][CH:18]=3)[CH3:13])=[N:6][N:5]=2)[CH2:3][CH2:2]1.CCCCC.C([Li])(C)(C)C.CN([CH:37]=[O:38])C, predict the reaction product. The product is: [CH:9]1([N:8]2[C:4]([CH:1]3[CH2:3][CH2:2]3)=[N:5][N:6]=[C:7]2[C:12]([C:14]2[S:15][C:16]([C:19]([F:21])([F:20])[F:22])=[C:17]([CH:37]=[O:38])[CH:18]=2)([CH3:23])[CH3:13])[CH2:10][CH2:11]1. (2) Given the reactants [CH2:1]([C:8]1[CH:13]=[C:12]([N:14]2[CH2:18][CH2:17][CH2:16][C:15]2=[O:19])[CH:11]=[CH:10][C:9]=1[O:20]COC)[C:2]1[CH:7]=[CH:6][CH:5]=[CH:4][CH:3]=1.FC(F)(F)C(O)=O, predict the reaction product. The product is: [CH2:1]([C:8]1[CH:13]=[C:12]([N:14]2[CH2:18][CH2:17][CH2:16][C:15]2=[O:19])[CH:11]=[CH:10][C:9]=1[OH:20])[C:2]1[CH:3]=[CH:4][CH:5]=[CH:6][CH:7]=1. (3) Given the reactants [C:1]1([CH2:7][CH2:8][CH2:9][O:10][C:11]2[C:12]([C:16]3[CH:17]=[N:18][CH:19]=[CH:20][CH:21]=3)=[N:13][NH:14][CH:15]=2)C=CC=CC=1.BrCCC=C.N1C=CC=C(C2C(O)=CN(COCC[Si](C)(C)C)N=2)C=1, predict the reaction product. The product is: [CH2:9]([O:10][C:11]1[C:12]([C:16]2[CH:17]=[N:18][CH:19]=[CH:20][CH:21]=2)=[N:13][NH:14][CH:15]=1)[CH2:8][CH:7]=[CH2:1]. (4) Given the reactants [Br:1][C:2]1[CH:3]=[CH:4][C:5](F)=[C:6]([C:8](=O)[CH3:9])[CH:7]=1.[NH2:12][NH2:13], predict the reaction product. The product is: [Br:1][C:2]1[CH:7]=[C:6]2[C:5](=[CH:4][CH:3]=1)[NH:13][N:12]=[C:8]2[CH3:9]. (5) Given the reactants [Cl:1][C:2]1[CH:3]=[C:4]([C:12]2[O:16][N:15]=[C:14]([C:17]3[CH:22]=[CH:21][C:20]([O:23]COCC[Si](C)(C)C)=[CH:19][C:18]=3[CH3:32])[N:13]=2)[CH:5]=[CH:6][C:7]=1[O:8][CH:9]([CH3:11])[CH3:10].CCCC[N+](CCCC)(CCCC)CCCC.[F-], predict the reaction product. The product is: [Cl:1][C:2]1[CH:3]=[C:4]([C:12]2[O:16][N:15]=[C:14]([C:17]3[CH:22]=[CH:21][C:20]([OH:23])=[CH:19][C:18]=3[CH3:32])[N:13]=2)[CH:5]=[CH:6][C:7]=1[O:8][CH:9]([CH3:10])[CH3:11]. (6) The product is: [Br:14][CH2:11][C:3]1[CH:4]=[C:5]2[C:9](=[CH:10][C:2]=1[I:1])[CH2:8][CH2:7][CH2:6]2. Given the reactants [I:1][C:2]1[CH:10]=[C:9]2[C:5]([CH2:6][CH2:7][CH2:8]2)=[CH:4][C:3]=1[CH2:11]O.C(Br)(Br)(Br)[Br:14].C1(P(C2C=CC=CC=2)C2C=CC=CC=2)C=CC=CC=1, predict the reaction product. (7) Given the reactants [C:1]([C:3]1([O:8][Si:9]([CH3:12])([CH3:11])[CH3:10])[CH2:7][CH2:6][CH2:5][CH2:4]1)#[CH:2].[Li]CCCC.CON(C)[C:21](=[O:28])[C:22]1[CH:27]=[CH:26][N:25]=[CH:24][CH:23]=1, predict the reaction product. The product is: [N:25]1[CH:26]=[CH:27][C:22]([C:21](=[O:28])[C:2]#[C:1][C:3]2([O:8][Si:9]([CH3:10])([CH3:12])[CH3:11])[CH2:7][CH2:6][CH2:5][CH2:4]2)=[CH:23][CH:24]=1.